From a dataset of Full USPTO retrosynthesis dataset with 1.9M reactions from patents (1976-2016). Predict the reactants needed to synthesize the given product. Given the product [NH2:31][CH2:30][CH2:29][N:23]1[CH2:28][CH2:27][N:26]([C:17]([C:16]2[CH:15]=[CH:14][C:13]([C:11]3[O:12][C:8]([CH:7]=[C:6]4[S:5][C:4](=[S:22])[NH:3][C:2]4=[O:1])=[CH:9][CH:10]=3)=[CH:21][CH:20]=2)=[O:19])[CH2:25][CH2:24]1, predict the reactants needed to synthesize it. The reactants are: [O:1]=[C:2]1[C:6](=[CH:7][C:8]2[O:12][C:11]([C:13]3[CH:21]=[CH:20][C:16]([C:17]([OH:19])=O)=[CH:15][CH:14]=3)=[CH:10][CH:9]=2)[S:5][C:4](=[S:22])[NH:3]1.[N:23]1([CH2:29][CH2:30][NH2:31])[CH2:28][CH2:27][NH:26][CH2:25][CH2:24]1.C1C=CC2N(O)N=NC=2C=1.CCN=C=NCCCN(C)C.CCN(C(C)C)C(C)C.